This data is from Full USPTO retrosynthesis dataset with 1.9M reactions from patents (1976-2016). The task is: Predict the reactants needed to synthesize the given product. (1) Given the product [CH:1]([N:4]1[C:8]([C:9]2[N:10]=[C:11]3[C:17]4[CH:18]=[CH:19][C:20]([C:22]5[CH:23]=[N:24][N:25]([C:27]([CH3:33])([CH3:34])[C:28]([OH:30])=[O:29])[CH:26]=5)=[CH:21][C:16]=4[O:15][CH2:14][CH2:13][N:12]3[CH:35]=2)=[N:7][CH:6]=[N:5]1)([CH3:3])[CH3:2], predict the reactants needed to synthesize it. The reactants are: [CH:1]([N:4]1[C:8]([C:9]2[N:10]=[C:11]3[C:17]4[CH:18]=[CH:19][C:20]([C:22]5[CH:23]=[N:24][N:25]([C:27]([CH3:34])([CH3:33])[C:28]([O:30]CC)=[O:29])[CH:26]=5)=[CH:21][C:16]=4[O:15][CH2:14][CH2:13][N:12]3[CH:35]=2)=[N:7][CH:6]=[N:5]1)([CH3:3])[CH3:2].[OH-].[Li+]. (2) Given the product [C:92]([NH:95][C@H:96]([C:97]([OH:99])=[O:98])[CH2:102][SH:82])(=[O:94])[CH3:93], predict the reactants needed to synthesize it. The reactants are: OC1[C@@H]([C@@H](O)CO)OC(=O)C=1O.N[C@H](C(O)=O)CCC(=O)N.COC1C=C([C@H]2OC3C=C([C@H]4OC5C=C(O)C=C(O)C=5C(=O)[C@@H]4O)C=CC=3O[C@@H]2CO)C=CC=1O.C1C(C2OC3C=C(O)C=C(O)C=3C(=O)C=2O)=CC(O)=C(O)C=1.C1C(CCCCC(O)=O)S[S:82]C1.[C:92]([NH:95][C@@H:96]1[C@@H:102](O)[C@H](O)[C@@H](CO)[O:99][CH:97]1[OH:98])(=[O:94])[CH3:93].